Dataset: Catalyst prediction with 721,799 reactions and 888 catalyst types from USPTO. Task: Predict which catalyst facilitates the given reaction. Reactant: C([O:3][C:4](=[O:35])[CH2:5][CH:6]1[S:10][C:9]([C:11]2[NH:12][C:13]3[C:18]([CH:19]=2)=[CH:17][C:16]([O:20][C:21]([F:24])([F:23])[F:22])=[CH:15][C:14]=3[N:25]([CH3:34])[S:26]([C:29]2[S:30][CH:31]=[CH:32][CH:33]=2)(=[O:28])=[O:27])=[N:8][CH2:7]1)C.[OH-].[Na+].O1CCCC1.C(O)(=O)CC(CC(O)=O)(C(O)=O)O. Product: [CH3:34][N:25]([S:26]([C:29]1[S:30][CH:31]=[CH:32][CH:33]=1)(=[O:28])=[O:27])[C:14]1[CH:15]=[C:16]([O:20][C:21]([F:22])([F:24])[F:23])[CH:17]=[C:18]2[C:13]=1[NH:12][C:11]([C:9]1[S:10][CH:6]([CH2:5][C:4]([OH:35])=[O:3])[CH2:7][N:8]=1)=[CH:19]2. The catalyst class is: 8.